This data is from Peptide-MHC class I binding affinity with 185,985 pairs from IEDB/IMGT. The task is: Regression. Given a peptide amino acid sequence and an MHC pseudo amino acid sequence, predict their binding affinity value. This is MHC class I binding data. (1) The peptide sequence is CLTVPNITI. The MHC is HLA-A02:01 with pseudo-sequence HLA-A02:01. The binding affinity (normalized) is 0.345. (2) The peptide sequence is KEENMVKSQV. The MHC is HLA-B40:01 with pseudo-sequence HLA-B40:01. The binding affinity (normalized) is 0.280. (3) The peptide sequence is TMPYWCPML. The MHC is H-2-Kb with pseudo-sequence H-2-Kb. The binding affinity (normalized) is 0.619. (4) The peptide sequence is DFIGKTIGF. The MHC is HLA-A03:01 with pseudo-sequence YFAMYQENVAQTDVDTLYIIYRDYTWAELAYTWY. The binding affinity (normalized) is 0.0847. (5) The peptide sequence is VEIKTGFKL. The MHC is HLA-A25:01 with pseudo-sequence HLA-A25:01. The binding affinity (normalized) is 0.0847. (6) The peptide sequence is LIGFALFGV. The MHC is HLA-B15:01 with pseudo-sequence HLA-B15:01. The binding affinity (normalized) is 0.213. (7) The peptide sequence is PTDYMSSKL. The MHC is HLA-A31:01 with pseudo-sequence YTAMYQENVAHIDVDTLYIMYQDYTWAVLAYTWY. The binding affinity (normalized) is 0.0847. (8) The peptide sequence is RIFPATHYV. The MHC is HLA-C04:01 with pseudo-sequence HLA-C04:01. The binding affinity (normalized) is 0.213.